Task: Regression. Given a peptide amino acid sequence and an MHC pseudo amino acid sequence, predict their binding affinity value. This is MHC class I binding data.. Dataset: Peptide-MHC class I binding affinity with 185,985 pairs from IEDB/IMGT (1) The peptide sequence is NLFDWMHFL. The MHC is HLA-B07:02 with pseudo-sequence HLA-B07:02. The binding affinity (normalized) is 0.0847. (2) The peptide sequence is CIDGKWNPV. The binding affinity (normalized) is 0.804. The MHC is HLA-A02:01 with pseudo-sequence HLA-A02:01. (3) The peptide sequence is PEDPVEIAL. The MHC is HLA-B40:01 with pseudo-sequence HLA-B40:01. The binding affinity (normalized) is 0.531. (4) The peptide sequence is FSDVSHWWQ. The MHC is HLA-A30:01 with pseudo-sequence HLA-A30:01. The binding affinity (normalized) is 0.0847. (5) The peptide sequence is GSDGGLDDY. The MHC is HLA-B40:01 with pseudo-sequence HLA-B40:01. The binding affinity (normalized) is 0.0847. (6) The peptide sequence is CINGVCWSI. The MHC is HLA-A02:01 with pseudo-sequence HLA-A02:01. The binding affinity (normalized) is 0.343. (7) The peptide sequence is TQVYIAVNDK. The MHC is HLA-A03:01 with pseudo-sequence HLA-A03:01. The binding affinity (normalized) is 0.517. (8) The peptide sequence is ALFDRPAFK. The MHC is HLA-B48:01 with pseudo-sequence HLA-B48:01. The binding affinity (normalized) is 0.0847. (9) The peptide sequence is KQIANQFNK. The MHC is HLA-A11:01 with pseudo-sequence HLA-A11:01. The binding affinity (normalized) is 0.544.